Dataset: Forward reaction prediction with 1.9M reactions from USPTO patents (1976-2016). Task: Predict the product of the given reaction. Given the reactants O=C1CCC(=O)N1O[C:9]([C:11]1[O:15][C:14]([C:16]2[CH:21]=[CH:20][CH:19]=[CH:18][C:17]=2[CH3:22])=[N:13][C:12]=1[CH3:23])=[O:10].[N:24]1([C:30]2[N:35]=[CH:34][C:33]([NH2:36])=[CH:32][CH:31]=2)[CH2:29][CH2:28][O:27][CH2:26][CH2:25]1, predict the reaction product. The product is: [N:24]1([C:30]2[N:35]=[CH:34][C:33]([NH:36][C:9]([C:11]3[O:15][C:14]([C:16]4[CH:21]=[CH:20][CH:19]=[CH:18][C:17]=4[CH3:22])=[N:13][C:12]=3[CH3:23])=[O:10])=[CH:32][CH:31]=2)[CH2:29][CH2:28][O:27][CH2:26][CH2:25]1.